This data is from Peptide-MHC class I binding affinity with 185,985 pairs from IEDB/IMGT. The task is: Regression. Given a peptide amino acid sequence and an MHC pseudo amino acid sequence, predict their binding affinity value. This is MHC class I binding data. (1) The binding affinity (normalized) is 0.0847. The MHC is HLA-B27:05 with pseudo-sequence HLA-B27:05. The peptide sequence is DIVGGLFTY. (2) The peptide sequence is TPGPGIRYPL. The MHC is HLA-A68:01 with pseudo-sequence HLA-A68:01. The binding affinity (normalized) is 0. (3) The peptide sequence is RPRQRGIPF. The MHC is HLA-A11:01 with pseudo-sequence HLA-A11:01. The binding affinity (normalized) is 0.0847. (4) The peptide sequence is FPRGQGVPI. The MHC is HLA-A30:01 with pseudo-sequence HLA-A30:01. The binding affinity (normalized) is 0.195. (5) The peptide sequence is LATSIYTIER. The MHC is HLA-A68:01 with pseudo-sequence HLA-A68:01. The binding affinity (normalized) is 0.817. (6) The peptide sequence is TTRPGLAGY. The MHC is HLA-A01:01 with pseudo-sequence HLA-A01:01. The binding affinity (normalized) is 0.0330.